This data is from Reaction yield outcomes from USPTO patents with 853,638 reactions. The task is: Predict the reaction yield, written as a fraction of the theoretical maximum amount of product (1.0 means a 100% yield; for example, 0.34 means a 34% yield). (1) The reactants are [NH2:1][C:2]1[CH:3]=[N:4][CH:5]=[C:6]([Cl:9])[C:7]=1[OH:8].[Cl:10][C:11]1[CH:12]=[C:13]([S:18](Cl)(=[O:20])=[O:19])[CH:14]=[C:15]([Cl:17])[CH:16]=1. The catalyst is CN(C)C1C=CN=CC=1.N1C=CC=CC=1. The product is [Cl:17][C:15]1[CH:14]=[C:13]([S:18]([NH:1][C:2]2[CH:3]=[N:4][CH:5]=[C:6]([Cl:9])[C:7]=2[OH:8])(=[O:19])=[O:20])[CH:12]=[C:11]([Cl:10])[CH:16]=1. The yield is 0.0500. (2) The reactants are C([O:3][C:4](=O)[C:5]1[CH:10]=[CH:9][C:8]([OH:11])=[C:7]([Cl:12])[CH:6]=1)C.[NH2:14][NH2:15]. No catalyst specified. The product is [Cl:12][C:7]1[CH:6]=[C:5]([CH:10]=[CH:9][C:8]=1[OH:11])[C:4]([NH:14][NH2:15])=[O:3]. The yield is 0.690. (3) The catalyst is C1COCC1. The product is [O:14]=[C:12]([C:9]1[S:10][CH:11]=[C:7]([C:1]2[CH:2]=[CH:3][CH:4]=[CH:5][CH:6]=2)[N:8]=1)[CH2:18][C:17]([O:20][CH2:21][CH3:22])=[O:19]. The yield is 0.840. The reactants are [C:1]1([C:7]2[N:8]=[C:9]([C:12]([O:14]CC)=O)[S:10][CH:11]=2)[CH:6]=[CH:5][CH:4]=[CH:3][CH:2]=1.[C:17]([O:20][CH2:21][CH3:22])(=[O:19])[CH3:18].C[Si]([N-][Si](C)(C)C)(C)C.[Li+]. (4) The reactants are [S:1]1[CH:5]=[CH:4][C:3]2=[CH:6][C:7]3[S:8][CH:9]=[CH:10][C:11]=3[CH:12]=[C:2]12.[CH2:13]([Li])[CH2:14][CH2:15][CH3:16].[CH2:18]([Sn:22](Cl)([CH2:27][CH2:28][CH2:29][CH3:30])[CH2:23][CH2:24][CH2:25][CH3:26])[CH2:19][CH2:20][CH3:21].CC[CH2:34][CH2:35][CH2:36][CH3:37]. The catalyst is C1COCC1. The product is [CH2:13]([Sn:22]([CH2:34][CH2:35][CH2:36][CH3:37])([CH2:18][CH2:19][CH2:20][CH3:21])[C:5]1[S:1][C:2]2=[CH:12][C:11]3[CH:10]=[C:9]([Sn:22]([CH2:27][CH2:28][CH2:29][CH3:30])([CH2:23][CH2:24][CH2:25][CH3:26])[CH2:18][CH2:19][CH2:20][CH3:21])[S:8][C:7]=3[CH:6]=[C:3]2[CH:4]=1)[CH2:14][CH2:15][CH3:16]. The yield is 0.420. (5) The reactants are P(Cl)(Cl)(Cl)(Cl)Cl.[Cl:7][S:8]([OH:11])(=O)=[O:9].[O:12]1[CH:16]=[CH:15][CH:14]=[CH:13]1. No catalyst specified. The product is [O:12]1[CH:16]=[CH:15][CH:14]=[C:13]1[S:8]([Cl:7])(=[O:11])=[O:9]. The yield is 0.0790. (6) The reactants are Cl[C:2]1[N:7]=[C:6]([NH:8][CH2:9][C:10]2[CH:15]=[CH:14][C:13]([O:16][CH3:17])=[C:12]([O:18][CH:19]3[CH2:23][CH2:22][CH2:21][CH2:20]3)[CH:11]=2)[CH:5]=[N:4][CH:3]=1.B([C:27]1[CH:38]=[CH:37][C:30]([CH2:31][C@@H:32]([C:34]([OH:36])=[O:35])[NH2:33])=[CH:29][CH:28]=1)(O)O.C(=O)([O-])[O-].[Na+].[Na+]. The catalyst is Cl[Pd](Cl)([P](C1C=CC=CC=1)(C1C=CC=CC=1)C1C=CC=CC=1)[P](C1C=CC=CC=1)(C1C=CC=CC=1)C1C=CC=CC=1.C(#N)C. The product is [NH2:33][CH:32]([CH2:31][C:30]1[CH:37]=[CH:38][C:27]([C:2]2[CH:3]=[N:4][CH:5]=[C:6]([NH:8][CH2:9][C:10]3[CH:15]=[CH:14][C:13]([O:16][CH3:17])=[C:12]([O:18][CH:19]4[CH2:23][CH2:22][CH2:21][CH2:20]4)[CH:11]=3)[N:7]=2)=[CH:28][CH:29]=1)[C:34]([OH:36])=[O:35]. The yield is 0.0600.